This data is from Reaction yield outcomes from USPTO patents with 853,638 reactions. The task is: Predict the reaction yield, written as a fraction of the theoretical maximum amount of product (1.0 means a 100% yield; for example, 0.34 means a 34% yield). The reactants are [O:1]1[C:6]2[CH:7]=[CH:8][C:9](B(O)O)=[CH:10][C:5]=2[O:4][CH2:3][CH2:2]1.I[C:15]1[C:23]2[C:18](=[N:19][CH:20]=[N:21][C:22]=2[NH2:24])[N:17]([CH:25]([CH3:27])[CH3:26])[N:16]=1.C([O-])([O-])=O.[Na+].[Na+]. The catalyst is CCO.COCCOC.C1C=CC([P]([Pd]([P](C2C=CC=CC=2)(C2C=CC=CC=2)C2C=CC=CC=2)([P](C2C=CC=CC=2)(C2C=CC=CC=2)C2C=CC=CC=2)[P](C2C=CC=CC=2)(C2C=CC=CC=2)C2C=CC=CC=2)(C2C=CC=CC=2)C2C=CC=CC=2)=CC=1. The yield is 0.150. The product is [O:1]1[CH2:2][CH2:3][O:4][C:5]2[CH:10]=[C:9]([C:15]3[C:23]4[C:18](=[N:19][CH:20]=[N:21][C:22]=4[NH2:24])[N:17]([CH:25]([CH3:27])[CH3:26])[N:16]=3)[CH:8]=[CH:7][C:6]1=2.